This data is from Peptide-MHC class I binding affinity with 185,985 pairs from IEDB/IMGT. The task is: Regression. Given a peptide amino acid sequence and an MHC pseudo amino acid sequence, predict their binding affinity value. This is MHC class I binding data. (1) The peptide sequence is VLYCVHQEI. The MHC is HLA-A02:03 with pseudo-sequence HLA-A02:03. The binding affinity (normalized) is 0.797. (2) The binding affinity (normalized) is 0.312. The peptide sequence is KSLFNTVAVLY. The MHC is HLA-B35:01 with pseudo-sequence HLA-B35:01. (3) The peptide sequence is CDKCHQKGEAI. The MHC is H-2-Kk with pseudo-sequence H-2-Kk. The binding affinity (normalized) is 0.195. (4) The peptide sequence is PELGAFFAI. The MHC is HLA-A02:16 with pseudo-sequence HLA-A02:16. The binding affinity (normalized) is 0.0847.